This data is from Protein-peptide binding for MDM2, ACE2, and 12ca5 with 34 validated binders. The task is: Binary Classification. Given protein and peptide amino acid sequences, predict whether they interact or not. The protein target is MDM2 with sequence MCNTNMSVPTDGAVTTSQIPASEQETLVRPKPLLLKLLKSVGAQKDTYTMKEVLFYLGQYIMTKRLYDEKQQHIVYCSNDLLGDLFGVPSFSVKEHRKIYTMIYRNLVVVNQQESSDSGTSVSENRCHLEGGSDQKDLVQELQEEKPSSSHLVSRPSTSSRRRAISETEENSDELSGERQRKRHKSDSISLSFDESLALCVIREICCERSSSSESTGTPSNPDLDAGVSEHSGDWLDQDSVSDQFSVEFEVESLDSEDYSLSEEGQELSDEDDEVYQVTVYQAGESDTDSFEEDPEISLADYWKCTSCNEMNPPLPSHCNRCWALRENWLPEDKGKDKGEISEKAKLENSTQAEEGFDVPDCKKTIVNDSRESCVEENDDKITQASQSQESEDYSQPSTSSSIIYSSQEDVKEFEREETQDKEESVESSLPLNAIEPCVICQGRPKNGCIVHGKTGHLMACFTCAKKLKKRNKPCPVCRQPIQMIVLTYFP. The peptide is AAFAAAWAALAAK.